The task is: Predict the product of the given reaction.. This data is from Forward reaction prediction with 1.9M reactions from USPTO patents (1976-2016). (1) The product is: [Cl:1][C:2]1[S:6][C:5]([C:7]([NH:9][CH2:10][C:11]2[N:12]=[N:13][N:14]([C:16]3[CH:17]=[CH:18][C:19]([N:22]4[CH2:27][CH2:26][N:25]([CH3:32])[CH2:24][C:23]4=[O:28])=[CH:20][CH:21]=3)[CH:15]=2)=[O:8])=[CH:4][CH:3]=1. Given the reactants [Cl:1][C:2]1[S:6][C:5]([C:7]([NH:9][CH2:10][C:11]2[N:12]=[N:13][N:14]([C:16]3[CH:21]=[CH:20][C:19]([N:22]4[CH2:27][CH2:26][NH:25][CH2:24][C:23]4=[O:28])=[CH:18][CH:17]=3)[CH:15]=2)=[O:8])=[CH:4][CH:3]=1.C=O.[BH3-][C:32]#N.[Na+], predict the reaction product. (2) Given the reactants [Br:1][C:2]1[N:6]=[C:5]([Br:7])[NH:4][N:3]=1.Br[CH2:9][C:10]([NH:12][C:13]([CH3:16])([CH3:15])[CH3:14])=[O:11], predict the reaction product. The product is: [C:13]([NH:12][C:10](=[O:11])[CH2:9][N:3]1[C:2]([Br:1])=[N:6][C:5]([Br:7])=[N:4]1)([CH3:16])([CH3:15])[CH3:14]. (3) Given the reactants OCCN1CCN(CC(NC2C(SC)=NC(C)=CC=2SC)=O)CC1.O[CH2:26][CH2:27][N:28]1[CH2:33][CH2:32][N:31]([CH2:34][C:35]([NH:37][C:38]2[C:39]([N:50]3[CH2:54][CH2:53][CH2:52][CH2:51]3)=[N:40][C:41]([CH3:49])=[CH:42][C:43]=2[N:44]2[CH2:48][CH2:47][CH2:46][CH2:45]2)=[O:36])[CH2:30][CH2:29]1.SC1NC2C=CC=CC=2N=1.[SH:65][C:66]1[O:67][C:68]2[C:74]([CH:75]([CH3:77])[CH3:76])=[CH:73][C:72]([Cl:78])=[C:71]([CH3:79])[C:69]=2[N:70]=1, predict the reaction product. The product is: [Cl:78][C:72]1[CH:73]=[C:74]([CH:75]([CH3:76])[CH3:77])[C:68]2[O:67][C:66]([S:65][CH2:26][CH2:27][N:28]3[CH2:29][CH2:30][N:31]([CH2:34][C:35]([NH:37][C:38]4[C:39]([N:50]5[CH2:51][CH2:52][CH2:53][CH2:54]5)=[N:40][C:41]([CH3:49])=[CH:42][C:43]=4[N:44]4[CH2:45][CH2:46][CH2:47][CH2:48]4)=[O:36])[CH2:32][CH2:33]3)=[N:70][C:69]=2[C:71]=1[CH3:79]. (4) Given the reactants [CH3:1][CH:2]([CH2:9][CH2:10][CH3:11])[CH2:3][CH2:4][CH2:5][C:6](=[O:8])[CH3:7].N.[CH:13]#[CH:14].[OH-].[K+], predict the reaction product. The product is: [CH3:7][C:6]([OH:8])([CH2:5][CH2:4][CH2:3][CH:2]([CH3:1])[CH2:9][CH2:10][CH3:11])[C:13]#[CH:14]. (5) The product is: [C:7]([O:11][C:12](=[O:13])[NH:14][CH2:15][CH2:16][C:17]([N:27]=[N+:28]=[N-:29])=[O:19])([CH3:10])([CH3:9])[CH3:8]. Given the reactants ClC(OCC)=O.[C:7]([O:11][C:12]([NH:14][CH2:15][CH2:16][C:17]([OH:19])=O)=[O:13])([CH3:10])([CH3:9])[CH3:8].CN1CCOCC1.[N-:27]=[N+:28]=[N-:29].[Na+], predict the reaction product. (6) Given the reactants Cl.C[N:3](C)CCCN=C=NCC.O.N1(O)C2C=CC=CC=2N=N1.[OH-].[NH4+].[F:26][C:27]1[CH:28]=[C:29]([CH:33]=[C:34]([I:37])[C:35]=1[CH3:36])[C:30](O)=[O:31], predict the reaction product. The product is: [F:26][C:27]1[CH:28]=[C:29]([CH:33]=[C:34]([I:37])[C:35]=1[CH3:36])[C:30]([NH2:3])=[O:31].